From a dataset of Catalyst prediction with 721,799 reactions and 888 catalyst types from USPTO. Predict which catalyst facilitates the given reaction. (1) Reactant: [C:1]([SiH2:5][O:6][C:7]([CH3:17])([CH3:16])[C:8]1[O:12][C:11]([CH2:13]Cl)=[N:10][C:9]=1[CH3:15])([CH3:4])([CH3:3])[CH3:2].[F:18][C:19]([F:23])([F:22])[CH2:20][OH:21].[H-].[Na+].O. Product: [C:1]([SiH2:5][O:6][C:7]([CH3:17])([CH3:16])[C:8]1[O:12][C:11]([CH2:13][O:21][CH2:20][C:19]([F:23])([F:22])[F:18])=[N:10][C:9]=1[CH3:15])([CH3:4])([CH3:3])[CH3:2]. The catalyst class is: 9. (2) Reactant: Cl.[I:2][C:3]1([CH2:6][C@@H:7]([CH2:16][O:17][Si](C)(C)C(C)(C)C)[O:8][Si](C)(C)C(C)(C)C)[CH2:5][CH2:4]1. Product: [I:2][C:3]1([CH2:6][C@H:7]([OH:8])[CH2:16][OH:17])[CH2:5][CH2:4]1. The catalyst class is: 1. (3) Reactant: [Li+].CCC[CH2-].[CH2:6]([C@@H:13]1[CH2:17][O:16][C:15](=[O:18])[NH:14]1)[C:7]1[CH:12]=[CH:11][CH:10]=[CH:9][CH:8]=1.[C:19](Cl)(=[O:24])[CH2:20][CH:21]([CH3:23])[CH3:22].[Cl-].[NH4+]. Product: [CH2:6]([C@@H:13]1[CH2:17][O:16][C:15](=[O:18])[N:14]1[C:19](=[O:24])[CH2:20][CH:21]([CH3:23])[CH3:22])[C:7]1[CH:8]=[CH:9][CH:10]=[CH:11][CH:12]=1. The catalyst class is: 7. (4) Reactant: I[C:2]1[C:7]([CH3:8])=[CH:6][N:5]=[C:4]([NH:9][C:10]([CH:12]2[CH2:14][CH2:13]2)=[O:11])[CH:3]=1.[CH3:15][C:16]1([CH3:32])[C:20]([CH3:22])([CH3:21])[O:19][B:18]([B:18]2[O:19][C:20]([CH3:22])([CH3:21])[C:16]([CH3:32])([CH3:15])[O:17]2)[O:17]1.C([O-])(=O)C.[K+]. Product: [CH3:8][C:7]1[C:2]([B:18]2[O:19][C:20]([CH3:22])([CH3:21])[C:16]([CH3:32])([CH3:15])[O:17]2)=[CH:3][C:4]([NH:9][C:10]([CH:12]2[CH2:14][CH2:13]2)=[O:11])=[N:5][CH:6]=1. The catalyst class is: 418.